From a dataset of Full USPTO retrosynthesis dataset with 1.9M reactions from patents (1976-2016). Predict the reactants needed to synthesize the given product. (1) Given the product [Cl:1][C:2]1[C:11]2[N:10]([CH3:12])[O:9][C@H:8]3[NH:13][C@H:14]([C:16]([O:18][C@@H:19]4[C@:28]5([OH:29])[C@@H:23]([C@H:24]([C@@H:31]([CH3:32])[CH2:34][N:52]6[CH2:53][CH2:54][CH:49]([O:48][C:45]7[CH:46]=[CH:47][C:42]([Cl:41])=[CH:43][CH:44]=7)[CH2:50][CH2:51]6)[CH2:25][CH2:26][C@H:27]5[CH3:30])[CH:22]=[C:21]([CH3:35])[C@H:20]4[O:36][C:37](=[O:39])[CH3:38])=[O:17])[CH2:15][C@@:7]3([OH:40])[C:6]=2[CH:5]=[CH:4][CH:3]=1, predict the reactants needed to synthesize it. The reactants are: [Cl:1][C:2]1[C:11]2[N:10]([CH3:12])[O:9][C@H:8]3[NH:13][C@H:14]([C:16]([O:18][C@@H:19]4[C@:28]5([OH:29])[C@@H:23]([C@H:24]([CH:31]([CH3:34])[CH:32]=O)[CH2:25][CH2:26][C@H:27]5[CH3:30])[CH:22]=[C:21]([CH3:35])[C@H:20]4[O:36][C:37](=[O:39])[CH3:38])=[O:17])[CH2:15][C@@:7]3([OH:40])[C:6]=2[CH:5]=[CH:4][CH:3]=1.[Cl:41][C:42]1[CH:47]=[CH:46][C:45]([O:48][CH:49]2[CH2:54][CH2:53][NH:52][CH2:51][CH2:50]2)=[CH:44][CH:43]=1.C(O[BH-](OC(=O)C)OC(=O)C)(=O)C.[Na+].C(N(CC)CC)C. (2) Given the product [CH3:20][O:21][C:22](=[O:36])[C:23]1[CH:28]=[C:27]([S:29](=[O:30])(=[O:31])[NH:19][CH2:18][CH2:17][C:3]2[N:4]=[C:5]([C:7]3[CH:8]=[CH:9][C:10]([C:13]([F:16])([F:15])[F:14])=[CH:11][CH:12]=3)[S:6][C:2]=2[CH3:1])[CH:26]=[CH:25][C:24]=1[CH:33]([CH3:34])[CH3:35], predict the reactants needed to synthesize it. The reactants are: [CH3:1][C:2]1[S:6][C:5]([C:7]2[CH:12]=[CH:11][C:10]([C:13]([F:16])([F:15])[F:14])=[CH:9][CH:8]=2)=[N:4][C:3]=1[CH2:17][CH2:18][NH2:19].[CH3:20][O:21][C:22](=[O:36])[C:23]1[CH:28]=[C:27]([S:29](Cl)(=[O:31])=[O:30])[CH:26]=[CH:25][C:24]=1[CH:33]([CH3:35])[CH3:34].CN(C)C=O.C(=O)(O)[O-].[Na+].